This data is from Forward reaction prediction with 1.9M reactions from USPTO patents (1976-2016). The task is: Predict the product of the given reaction. (1) Given the reactants [CH3:1][N:2]1[C:7](=[O:8])[C:6]2=[C:9]([C:23]3[CH:28]=[CH:27][N:26]=[CH:25][CH:24]=3)[N:10]([CH2:12][C:13]3[C:22]4[C:17](=[CH:18][CH:19]=[CH:20][CH:21]=4)[CH:16]=[CH:15][CH:14]=3)[N:11]=[C:5]2[NH:4][C:3]1=[O:29].Br[CH2:31][CH:32]([CH3:34])[CH3:33].[CH2:35]1CCN2C(=NCCC2)CC1, predict the reaction product. The product is: [CH3:1][N:2]1[C:7](=[O:8])[C:6]2=[C:9]([C:23]3[CH:24]=[CH:25][N:26]=[CH:27][CH:28]=3)[N:10]([CH2:12][C:13]3[C:22]4[C:17](=[CH:18][CH:19]=[CH:20][CH:21]=4)[CH:16]=[CH:15][CH:14]=3)[N:11]=[C:5]2[N:4]([CH2:31][C:32]([CH3:34])([CH3:35])[CH3:33])[C:3]1=[O:29]. (2) The product is: [CH3:1][O:2][C:3]1[N:8]=[C:7]2[N:9]=[C:10]([S:12]([CH2:13][C:14]3[C:19]([CH3:20])=[C:18]([O:21][CH3:22])[C:17]([CH3:23])=[CH:16][N:15]=3)=[O:39])[NH:11][C:6]2=[CH:5][CH:4]=1. Given the reactants [CH3:1][O:2][C:3]1[N:8]=[C:7]2[N:9]=[C:10]([S:12][CH2:13][C:14]3[C:19]([CH3:20])=[C:18]([O:21][CH3:22])[C:17]([CH3:23])=[CH:16][N:15]=3)[NH:11][C:6]2=[CH:5][CH:4]=1.[O-]O.C1(C(C)C)C=CC=CC=1.C([O:39]O)(C)(C)C.NC1(O)C2C(=CC=CC=2)CC1, predict the reaction product. (3) Given the reactants [CH3:1][N:2]([CH:4](OC)OC)[CH3:3].[C:9]([N:16]1[CH2:21][CH2:20][C:19](=[O:22])[CH2:18][CH2:17]1)([O:11][C:12]([CH3:15])([CH3:14])[CH3:13])=[O:10], predict the reaction product. The product is: [C:12]([O:11][C:9]([N:16]1[CH2:21][CH2:20][C:19](=[O:22])[C:18](=[CH:1][N:2]([CH3:4])[CH3:3])[CH2:17]1)=[O:10])([CH3:15])([CH3:14])[CH3:13]. (4) Given the reactants [N:1]([CH2:4][C:5]1[CH:6]=[C:7]([C:11]2[N:15]=[CH:14][N:13]([C:16]3[CH:21]=[CH:20][C:19]([O:22][C:23]([F:26])([F:25])[F:24])=[CH:18][CH:17]=3)[N:12]=2)[CH:8]=[CH:9][CH:10]=1)=[C:2]=[O:3].[CH:27]([C:30]1[CH:35]=[CH:34][CH:33]=[CH:32][C:31]=1[NH:36][C:37]([NH2:39])=[S:38])([CH3:29])[CH3:28], predict the reaction product. The product is: [CH:27]([C:30]1[CH:35]=[CH:34][CH:33]=[CH:32][C:31]=1[NH:36][C:37]([NH:39][C:2]([NH:1][CH2:4][C:5]1[CH:10]=[CH:9][CH:8]=[C:7]([C:11]2[N:15]=[CH:14][N:13]([C:16]3[CH:21]=[CH:20][C:19]([O:22][C:23]([F:25])([F:24])[F:26])=[CH:18][CH:17]=3)[N:12]=2)[CH:6]=1)=[O:3])=[S:38])([CH3:29])[CH3:28]. (5) Given the reactants C([O:3][C:4](/[CH:6]=[C:7](/[CH:9]1[CH2:14][CH2:13][N:12]([C:15]([O:17][C:18]([CH3:21])([CH3:20])[CH3:19])=[O:16])[CH2:11][CH2:10]1)\[CH3:8])=[O:5])C.[OH-].[Na+], predict the reaction product. The product is: [C:4](/[CH:6]=[C:7](/[CH:9]1[CH2:10][CH2:11][N:12]([C:15]([O:17][C:18]([CH3:21])([CH3:20])[CH3:19])=[O:16])[CH2:13][CH2:14]1)\[CH3:8])([OH:5])=[O:3].